From a dataset of Catalyst prediction with 721,799 reactions and 888 catalyst types from USPTO. Predict which catalyst facilitates the given reaction. (1) Reactant: [CH3:1][O:2][C:3](=[O:17])[C:4]1[CH:9]=[C:8]([OH:10])[CH:7]=[C:6]([O:11][C:12](=[S:16])[N:13]([CH3:15])[CH3:14])[CH:5]=1.[C:18]([O-])([O-])=O.[K+].[K+].IC. Product: [CH3:1][O:2][C:3](=[O:17])[C:4]1[CH:9]=[C:8]([O:10][CH3:18])[CH:7]=[C:6]([O:11][C:12](=[S:16])[N:13]([CH3:14])[CH3:15])[CH:5]=1. The catalyst class is: 3. (2) Reactant: [C:1]1([NH:7][C:8]2[CH:14]=[CH:13][C:11]([NH2:12])=[CH:10][CH:9]=2)[CH:6]=[CH:5][CH:4]=[CH:3][CH:2]=1.O[CH:16]1[CH2:21][CH2:20][CH2:19][CH2:18][O:17]1.[Cl-].[In+3].[Cl-].[Cl-]. Product: [OH:17][CH2:16][CH2:21][CH2:20][CH2:19][CH:18]1[CH:19]2[CH2:20][CH2:21][CH2:16][O:17][CH:18]2[C:13]2[CH:14]=[C:8]([NH:7][C:1]3[CH:2]=[CH:3][CH:4]=[CH:5][CH:6]=3)[CH:9]=[CH:10][C:11]=2[NH:12]1. The catalyst class is: 6. (3) Reactant: [N:1]1[CH:6]=[CH:5][CH:4]=[CH:3][C:2]=1[O:7][CH2:8][C:9]1[CH:16]=[CH:15][C:12]([CH:13]=O)=[CH:11][CH:10]=1.[N+:17]([CH3:20])([O-:19])=[O:18].C([O-])(=O)C.[NH4+].C(O)(=O)C. Product: [N+:17](/[CH:20]=[CH:13]/[C:12]1[CH:15]=[CH:16][C:9]([CH2:8][O:7][C:2]2[CH:3]=[CH:4][CH:5]=[CH:6][N:1]=2)=[CH:10][CH:11]=1)([O-:19])=[O:18]. The catalyst class is: 6. (4) Reactant: Br.[C:2]([C:6]1[CH:11]=[CH:10][C:9](/[C:12](/[C:31]2[CH:36]=[CH:35][C:34]([CH2:37][CH2:38][CH2:39][CH2:40][N:41]([CH3:43])[CH3:42])=[C:33]([O:44]C)[N:32]=2)=[CH:13]\[C@@H:14]2[N:18](CC3C=CC(OC)=CC=3OC)[C:17](=[O:30])[CH2:16][CH2:15]2)=[CH:8][CH:7]=1)([CH3:5])([CH3:4])[CH3:3].C(=O)(O)[O-].[Na+]. Product: [C:2]([C:6]1[CH:11]=[CH:10][C:9](/[C:12](/[C:31]2[NH:32][C:33](=[O:44])[C:34]([CH2:37][CH2:38][CH2:39][CH2:40][N:41]([CH3:42])[CH3:43])=[CH:35][CH:36]=2)=[CH:13]\[C@H:14]2[CH2:15][CH2:16][C:17](=[O:30])[NH:18]2)=[CH:8][CH:7]=1)([CH3:5])([CH3:3])[CH3:4]. The catalyst class is: 12. (5) Reactant: [C:1]([C:3]1[CH:4]=[C:5]2[N:11]=[CH:10][N:9]([C:12]3[CH:13]=[C:14]([NH:26][C:27](=[O:29])[CH3:28])[CH:15]=[C:16]([C:18]4[CH:23]=[CH:22][C:21]([F:24])=[CH:20][C:19]=4[F:25])[CH:17]=3)[C:6]2=[N:7][CH:8]=1)#[CH:2].[N-:30]=[N+:31]=[N-:32].[Na+].Br[CH2:35][CH:36]1[CH2:38][CH2:37]1. Product: [CH:36]1([CH2:35][N:30]2[CH:2]=[C:1]([C:3]3[CH:4]=[C:5]4[N:11]=[CH:10][N:9]([C:12]5[CH:13]=[C:14]([NH:26][C:27](=[O:29])[CH3:28])[CH:15]=[C:16]([C:18]6[CH:23]=[CH:22][C:21]([F:24])=[CH:20][C:19]=6[F:25])[CH:17]=5)[C:6]4=[N:7][CH:8]=3)[N:32]=[N:31]2)[CH2:38][CH2:37]1. The catalyst class is: 870. (6) Reactant: [F:1][C:2]([F:7])([F:6])[CH2:3][CH2:4][I:5].[C:8]1([P:14]([C:21]2[CH:26]=[CH:25][CH:24]=[CH:23][CH:22]=2)[C:15]2[CH:20]=[CH:19][CH:18]=[CH:17][CH:16]=2)[CH:13]=[CH:12][CH:11]=[CH:10][CH:9]=1. Product: [I-:5].[F:1][C:2]([F:7])([F:6])[CH2:3][CH2:4][P+:14]([C:15]1[CH:16]=[CH:17][CH:18]=[CH:19][CH:20]=1)([C:21]1[CH:26]=[CH:25][CH:24]=[CH:23][CH:22]=1)[C:8]1[CH:9]=[CH:10][CH:11]=[CH:12][CH:13]=1. The catalyst class is: 11. (7) Reactant: [NH2:1][C@H:2]1[CH2:11][C:10]2[C:5](=[CH:6][CH:7]=[C:8]([O:12][C:13]3[CH:18]=[CH:17][CH:16]=[C:15]([C:19]([F:22])([F:21])[F:20])[CH:14]=3)[CH:9]=2)[NH:4][C:3]1=[O:23].Cl[C:25]([O:27][CH2:28][C:29]1[CH:34]=[CH:33][CH:32]=[CH:31][CH:30]=1)=[O:26].C(N(CC)CC)C. Product: [O:23]=[C:3]1[C@@H:2]([NH:1][C:25](=[O:26])[O:27][CH2:28][C:29]2[CH:34]=[CH:33][CH:32]=[CH:31][CH:30]=2)[CH2:11][C:10]2[C:5](=[CH:6][CH:7]=[C:8]([O:12][C:13]3[CH:18]=[CH:17][CH:16]=[C:15]([C:19]([F:20])([F:21])[F:22])[CH:14]=3)[CH:9]=2)[NH:4]1. The catalyst class is: 4.